This data is from Forward reaction prediction with 1.9M reactions from USPTO patents (1976-2016). The task is: Predict the product of the given reaction. (1) Given the reactants Br[CH2:2][CH:3]1[CH2:16][C:15]2[C:14]3[C:9](=[CH:10][CH:11]=[C:12]([O:17][CH3:18])[CH:13]=3)[N:8]=[CH:7][C:6]=2[S:5][CH2:4]1.[CH3:19][O:20][C:21]([CH:23]1[CH2:27][CH:26]([NH2:28])[CH2:25][N:24]1C(OC(C)(C)C)=O)=[O:22].[O:36]=[C:37]1[NH:42][C:41]2[CH:43]=[C:44]([C:47](O)=[O:48])[CH:45]=[CH:46][C:40]=2[S:39][CH2:38]1, predict the reaction product. The product is: [CH3:19][O:20][C:21]([CH:23]1[CH2:27][CH:26]([NH:28][C:47]([C:44]2[CH:45]=[CH:46][C:40]3[S:39][CH2:38][C:37](=[O:36])[NH:42][C:41]=3[CH:43]=2)=[O:48])[CH2:25][N:24]1[CH2:2][CH:3]1[CH2:16][C:15]2[C:14]3[C:9](=[CH:10][CH:11]=[C:12]([O:17][CH3:18])[CH:13]=3)[N:8]=[CH:7][C:6]=2[S:5][CH2:4]1)=[O:22]. (2) Given the reactants [Cl:1][C:2]1[CH:10]=[C:9]2[C:5]([C:6]([C:11]([N:13]3[CH2:18][CH2:17][C:16]4([C:22]5[CH:23]=[CH:24][CH:25]=[CH:26][C:21]=5[C:20](=[O:27])[O:19]4)[CH2:15][CH2:14]3)=[O:12])=[CH:7][NH:8]2)=[CH:4][CH:3]=1.Cl[CH2:29][C:30]([N:32]1[CH2:37][CH2:36][CH2:35][CH2:34][CH2:33]1)=[O:31], predict the reaction product. The product is: [Cl:1][C:2]1[CH:10]=[C:9]2[C:5]([C:6]([C:11]([N:13]3[CH2:18][CH2:17][C:16]4([C:22]5[CH:23]=[CH:24][CH:25]=[CH:26][C:21]=5[C:20](=[O:27])[O:19]4)[CH2:15][CH2:14]3)=[O:12])=[CH:7][N:8]2[CH2:29][C:30](=[O:31])[N:32]2[CH2:37][CH2:36][CH2:35][CH2:34][CH2:33]2)=[CH:4][CH:3]=1. (3) Given the reactants C([O:8][C:9](=[O:29])[CH2:10][O:11][CH2:12][CH2:13][O:14][CH2:15][CH2:16][O:17][CH2:18][CH2:19][O:20][CH2:21][CH2:22][O:23][CH2:24][CH2:25][N:26]=[N+]=[N-])C1C=CC=CC=1, predict the reaction product. The product is: [NH2:26][CH2:25][CH2:24][O:23][CH2:22][CH2:21][O:20][CH2:19][CH2:18][O:17][CH2:16][CH2:15][O:14][CH2:13][CH2:12][O:11][CH2:10][C:9]([OH:29])=[O:8]. (4) Given the reactants [NH2:1][C:2]1[C:3]([C:16]([O:18][CH3:19])=[O:17])=[N:4][C:5]([C:9]2[CH:14]=[CH:13][CH:12]=[C:11](Br)[CH:10]=2)=[C:6]([F:8])[CH:7]=1.[CH3:20][C:21]1[O:25][C:24]([C@:26]([OH:30])([C:28]#[CH:29])[CH3:27])=[N:23][N:22]=1, predict the reaction product. The product is: [NH2:1][C:2]1[C:3]([C:16]([O:18][CH3:19])=[O:17])=[N:4][C:5]([C:9]2[CH:14]=[CH:13][CH:12]=[C:11]([C:29]#[C:28][C@@:26]([OH:30])([C:24]3[O:25][C:21]([CH3:20])=[N:22][N:23]=3)[CH3:27])[CH:10]=2)=[C:6]([F:8])[CH:7]=1. (5) The product is: [CH:12]1([C:10]2[S:11][C:7]([C:4]3[CH:3]=[CH:2][C:1]([CH3:18])=[CH:6][CH:5]=3)=[C:8]([C:15]([N:29]3[CH2:34][CH2:33][CH2:32][CH2:31][C@H:30]3[CH2:35][NH:36][C:37]([C:39]3[N:46]4[C:42]([S:43][CH:44]=[CH:45]4)=[N:41][C:40]=3[CH3:47])=[O:38])=[O:17])[N:9]=2)[CH2:13][CH2:14]1. Given the reactants [C:1]1([CH3:18])[CH:6]=[CH:5][C:4]([C:7]2[S:11][C:10]([CH:12]3[CH2:14][CH2:13]3)=[N:9][C:8]=2[C:15]([OH:17])=O)=[CH:3][CH:2]=1.CCN(C(C)C)C(C)C.Cl.[NH:29]1[CH2:34][CH2:33][CH2:32][CH2:31][C@H:30]1[CH2:35][NH:36][C:37]([C:39]1[N:46]2[C:42]([S:43][CH:44]=[CH:45]2)=[N:41][C:40]=1[CH3:47])=[O:38], predict the reaction product. (6) Given the reactants [OH:1][C:2]([CH3:35])([CH3:34])[CH2:3][C@@:4]1([C:28]2[CH:33]=[CH:32][CH:31]=[CH:30][CH:29]=2)[O:9][C:8](=[O:10])[N:7]([C@H:11]([C:13]2[CH:18]=[CH:17][C:16]([C:19]3[N:24]=[C:23]([C:25](O)=[O:26])[CH:22]=[CH:21][CH:20]=3)=[CH:15][CH:14]=2)[CH3:12])[CH2:6][CH2:5]1.[NH3:36], predict the reaction product. The product is: [OH:1][C:2]([CH3:35])([CH3:34])[CH2:3][C@@:4]1([C:28]2[CH:29]=[CH:30][CH:31]=[CH:32][CH:33]=2)[O:9][C:8](=[O:10])[N:7]([C@H:11]([C:13]2[CH:14]=[CH:15][C:16]([C:19]3[N:24]=[C:23]([C:25]([NH2:36])=[O:26])[CH:22]=[CH:21][CH:20]=3)=[CH:17][CH:18]=2)[CH3:12])[CH2:6][CH2:5]1. (7) Given the reactants C([O:4][C:5]1[CH:10]=[CH:9][CH:8]=[CH:7][C:6]=1[CH:11]=[CH:12][C:13]([NH:15][C@H:16]([C:26]([O:28]C)=[O:27])[CH2:17][C:18]1[CH:23]=[CH:22][C:21]([O:24][CH3:25])=[CH:20][CH:19]=1)=[O:14])(=O)C.[OH-].[Na+], predict the reaction product. The product is: [OH:4][C:5]1[CH:10]=[CH:9][CH:8]=[CH:7][C:6]=1[CH:11]=[CH:12][C:13]([NH:15][C@H:16]([C:26]([OH:28])=[O:27])[CH2:17][C:18]1[CH:23]=[CH:22][C:21]([O:24][CH3:25])=[CH:20][CH:19]=1)=[O:14]. (8) Given the reactants [Br:1][C:2]1[N:7]=[C:6]([C@@H:8]([NH:17][C:18](=[O:24])[O:19]C(C)(C)C)[C@H:9](O)[C:10]2[CH:15]=[CH:14][CH:13]=[CH:12][CH:11]=2)[C:5]([F:25])=[CH:4][CH:3]=1.C(N1C=CN=C1)(N1C=CN=C1)=O, predict the reaction product. The product is: [Br:1][C:2]1[N:7]=[C:6]([C@@H:8]2[C@@H:9]([C:10]3[CH:11]=[CH:12][CH:13]=[CH:14][CH:15]=3)[O:19][C:18](=[O:24])[NH:17]2)[C:5]([F:25])=[CH:4][CH:3]=1. (9) Given the reactants [F-].[CH2:2]([N+](CCCC)(CCCC)CCCC)CCC.[Cl:19][C:20]1[CH:41]=[C:40]([C:42]([NH:44][CH2:45][C:46]2[CH:51]=[CH:50][CH:49]=[C:48]([O:52][Si](C(C)(C)C)(C)C)[CH:47]=2)=[O:43])[CH:39]=[C:38]([CH3:60])[C:21]=1[C:22]([NH:24][C@H:25]([C:35]([OH:37])=[O:36])[CH2:26][NH:27][C:28]([C:30]1[S:31][CH:32]=[CH:33][CH:34]=1)=[O:29])=[O:23], predict the reaction product. The product is: [Cl:19][C:20]1[CH:41]=[C:40]([C:42]([NH:44][CH2:45][C:46]2[CH:51]=[CH:50][CH:49]=[C:48]([OH:52])[CH:47]=2)=[O:43])[CH:39]=[C:38]([CH3:60])[C:21]=1[C:22]([NH:24][C@H:25]([C:35]([O:37][CH3:2])=[O:36])[CH2:26][NH:27][C:28]([C:30]1[S:31][CH:32]=[CH:33][CH:34]=1)=[O:29])=[O:23]. (10) Given the reactants [CH2:1]([CH:8]1[CH2:13][CH2:12][NH:11][CH2:10][CH2:9]1)[C:2]1[CH:7]=[CH:6][CH:5]=[CH:4][CH:3]=1.[CH:14]([CH:16]=[CH2:17])=O.[CH2:18]([NH2:25])[C:19]1[CH:24]=[CH:23][CH:22]=[CH:21][CH:20]=1.C(O[BH-](OC(=O)C)OC(=O)C)(=O)C.[Na+].[OH-].[Na+], predict the reaction product. The product is: [CH2:1]([CH:8]1[CH2:13][CH2:12][N:11]([CH2:17][CH2:16][CH2:14][NH:25][CH2:18][C:19]2[CH:24]=[CH:23][CH:22]=[CH:21][CH:20]=2)[CH2:10][CH2:9]1)[C:2]1[CH:7]=[CH:6][CH:5]=[CH:4][CH:3]=1.